Dataset: HIV replication inhibition screening data with 41,000+ compounds from the AIDS Antiviral Screen. Task: Binary Classification. Given a drug SMILES string, predict its activity (active/inactive) in a high-throughput screening assay against a specified biological target. (1) The molecule is c1ccc(NC[Si]23OCCN(CCO2)CCO3)cc1. The result is 0 (inactive). (2) The compound is O=C1NC(=O)C(Cc2cccc(OCc3ccccc3)c2)C(=O)N1. The result is 0 (inactive). (3) The drug is Cc1c(C(=O)CC(=O)C(=O)Nc2cccc(C(F)(F)F)c2)[n+]([O-])c2ccccc2[n+]1[O-]. The result is 0 (inactive). (4) The drug is CCN1C(=CC#CC(C)=Cc2sc3ccc(Cl)cc3[n+]2CC)Sc2ccc(Cl)cc21.[I-]. The result is 0 (inactive). (5) The drug is COc1ccc2c(c1OC)C(=O)OC2C1c2cc3c(cc2CCN1C)OCO3. The result is 0 (inactive). (6) The molecule is CCOC(=O)NC(=O)c1cn(CCN2CCN(c3ncnc4nc[nH]c34)CC2)c(=O)[nH]c1=O. The result is 0 (inactive).